This data is from Catalyst prediction with 721,799 reactions and 888 catalyst types from USPTO. The task is: Predict which catalyst facilitates the given reaction. Reactant: [CH3:1][O:2][C:3]1[CH:8]=[CH:7][C:6]([CH2:9][C:10]#[N:11])=[CH:5][CH:4]=1.[C:12]1(=[O:18])[CH2:17][CH2:16][CH2:15][CH2:14][CH2:13]1.N12CCCN=C1CCCCC2.Cl. Product: [C:10]([CH:9]([C:6]1[CH:7]=[CH:8][C:3]([O:2][CH3:1])=[CH:4][CH:5]=1)[C:12]1([OH:18])[CH2:17][CH2:16][CH2:15][CH2:14][CH2:13]1)#[N:11]. The catalyst class is: 195.